Predict the product of the given reaction. From a dataset of Forward reaction prediction with 1.9M reactions from USPTO patents (1976-2016). Given the reactants [O:1]=[C:2]([O-:14])[C@@H:3]([C@H:5]([C@@H:7]([C@@H:9]([C:11]([O-:13])=[O:12])[OH:10])[OH:8])[OH:6])[OH:4].[O:15]=[C:16]([O-:27])[C@@H:17]([C@H:19]([CH2:21][C:22]([C:24]([O-:26])=O)=[O:23])[OH:20])[OH:18], predict the reaction product. The product is: [O:1]=[C:2]([O-:14])[C@@H:3]([C@H:5]([C@@H:7]([C@@H:9]([C:11]([O-:13])=[O:12])[OH:10])[OH:8])[OH:6])[OH:4].[CH:24]([C@H:22]([OH:23])[C@H:21]1[O:27][C:16](=[O:15])[C@@H:17]([OH:18])[C@H:19]1[OH:20])=[O:26].